From a dataset of Reaction yield outcomes from USPTO patents with 853,638 reactions. Predict the reaction yield, written as a fraction of the theoretical maximum amount of product (1.0 means a 100% yield; for example, 0.34 means a 34% yield). (1) The reactants are [C:1]([N:5]=[C:6]=[O:7])([CH3:4])([CH3:3])[CH3:2].[CH2:8]([O:10][C:11]([C:13]1([CH2:19][S:20]([C:23]2[CH:28]=[CH:27][C:26]([O:29][CH2:30][C:31]#[C:32][CH3:33])=[CH:25][CH:24]=2)(=[O:22])=[O:21])[CH2:18][CH2:17][NH:16][CH2:15][CH2:14]1)=[O:12])[CH3:9].C(N(CC)CC)C. The catalyst is C(Cl)Cl. The product is [CH2:8]([O:10][C:11]([C:13]1([CH2:19][S:20]([C:23]2[CH:24]=[CH:25][C:26]([O:29][CH2:30][C:31]#[C:32][CH3:33])=[CH:27][CH:28]=2)(=[O:22])=[O:21])[CH2:14][CH2:15][N:16]([C:6](=[O:7])[NH:5][C:1]([CH3:4])([CH3:3])[CH3:2])[CH2:17][CH2:18]1)=[O:12])[CH3:9]. The yield is 0.730. (2) The reactants are [OH:1][C:2]1[CH:9]=[CH:8][C:5]([CH:6]=[O:7])=[CH:4][CH:3]=1.Br[C:11]1[CH:16]=[CH:15][C:14]([C:17]([F:20])([F:19])[F:18])=[CH:13][N:12]=1.C(=O)([O-])[O-].[K+].[K+]. The catalyst is CN(C)C=O.CCOC(C)=O.O. The product is [F:18][C:17]([F:20])([F:19])[C:14]1[CH:15]=[CH:16][C:11]([O:1][C:2]2[CH:9]=[CH:8][C:5]([CH:6]=[O:7])=[CH:4][CH:3]=2)=[N:12][CH:13]=1. The yield is 0.840. (3) The reactants are [N:1]([CH:4]1[C:9](=[O:10])[CH2:8][CH2:7][CH:6]([C:11]2[CH:12]=[C:13]([CH:16]=[C:17]([F:19])[CH:18]=2)[C:14]#[N:15])[CH2:5]1)=[N+:2]=[N-:3].[BH4-].[Na+].CO. The catalyst is C1COCC1. The product is [N:1]([CH:4]1[CH:9]([OH:10])[CH2:8][CH2:7][CH:6]([C:11]2[CH:12]=[C:13]([CH:16]=[C:17]([F:19])[CH:18]=2)[C:14]#[N:15])[CH2:5]1)=[N+:2]=[N-:3]. The yield is 0.990. (4) The reactants are [CH2:1]([O:8][C:9]1[C:10](=[O:17])[CH:11]=[C:12]([CH2:15][OH:16])[NH:13][CH:14]=1)[C:2]1C=CC=CC=1.[OH-].[Na+].C(=O)([O-])[O-].[K+].[K+].BrCCBr. The catalyst is O.[Pd]. The product is [O:17]1[C:10]2[CH:11]=[C:12]([CH2:15][OH:16])[N:13]=[CH:14][C:9]=2[O:8][CH2:1][CH2:2]1. The yield is 0.170.